This data is from NCI-60 drug combinations with 297,098 pairs across 59 cell lines. The task is: Regression. Given two drug SMILES strings and cell line genomic features, predict the synergy score measuring deviation from expected non-interaction effect. (1) Drug 1: C(=O)(N)NO. Drug 2: C1CC(=O)NC(=O)C1N2C(=O)C3=CC=CC=C3C2=O. Cell line: NCIH23. Synergy scores: CSS=-2.66, Synergy_ZIP=0.0203, Synergy_Bliss=-3.77, Synergy_Loewe=-2.21, Synergy_HSA=-4.81. (2) Drug 1: CC12CCC(CC1=CCC3C2CCC4(C3CC=C4C5=CN=CC=C5)C)O. Drug 2: CC1OCC2C(O1)C(C(C(O2)OC3C4COC(=O)C4C(C5=CC6=C(C=C35)OCO6)C7=CC(=C(C(=C7)OC)O)OC)O)O. Cell line: PC-3. Synergy scores: CSS=17.9, Synergy_ZIP=-6.41, Synergy_Bliss=-6.19, Synergy_Loewe=-11.1, Synergy_HSA=-4.66. (3) Drug 1: CC1C(C(CC(O1)OC2CC(CC3=C2C(=C4C(=C3O)C(=O)C5=C(C4=O)C(=CC=C5)OC)O)(C(=O)C)O)N)O.Cl. Drug 2: C1C(C(OC1N2C=C(C(=O)NC2=O)F)CO)O. Cell line: SF-295. Synergy scores: CSS=56.6, Synergy_ZIP=3.50, Synergy_Bliss=3.56, Synergy_Loewe=2.97, Synergy_HSA=8.16.